This data is from Cav3 T-type calcium channel HTS with 100,875 compounds. The task is: Binary Classification. Given a drug SMILES string, predict its activity (active/inactive) in a high-throughput screening assay against a specified biological target. The compound is O1P(Oc2ccccc2)(=O)CC=CC1COCc1ccccc1. The result is 0 (inactive).